From a dataset of Forward reaction prediction with 1.9M reactions from USPTO patents (1976-2016). Predict the product of the given reaction. (1) Given the reactants Cl[C:2]1[CH:7]=[C:6]([O:8][CH:9]([C:14]2[CH:19]=[CH:18][C:17]([C:20]3C=[CH:24][N:23]=[CH:22][CH:21]=3)=[CH:16][CH:15]=2)[C:10]([F:13])([F:12])[F:11])[N:5]=[C:4]([NH2:26])[N:3]=1.B([C:30]1[CH:41]=[CH:40][C:33]([CH2:34][C@@H:35]([C:37]([OH:39])=[O:38])[NH2:36])=[CH:32][CH:31]=1)(O)O.C(#[N:44])C.C(=O)([O-])[O-].[Na+].[Na+], predict the reaction product. The product is: [NH2:36][C@@H:35]([CH2:34][C:33]1[CH:40]=[CH:41][C:30]([C:2]2[CH:7]=[C:6]([O:8][CH:9]([C:14]3[CH:19]=[CH:18][C:17]([C:20]4[CH:21]=[CH:22][N:23]=[CH:24][N:44]=4)=[CH:16][CH:15]=3)[C:10]([F:12])([F:13])[F:11])[N:5]=[C:4]([NH2:26])[N:3]=2)=[CH:31][CH:32]=1)[C:37]([OH:39])=[O:38]. (2) Given the reactants [C:1]([C:5]1[O:9][N:8]=[C:7]([NH:10][C:11]([C:13]([S:16][C:17](=O)[CH3:18])([CH3:15])[CH3:14])=[O:12])[CH:6]=1)([CH3:4])([CH3:3])[CH3:2].BrC[CH:22]1[CH2:27][CH2:26][CH2:25]C[O:23]1.C[O-].[Na+], predict the reaction product. The product is: [C:1]([C:5]1[O:9][N:8]=[C:7]([NH:10][C:11](=[O:12])[C:13]([CH3:15])([S:16][CH2:17][CH:18]2[CH2:25][CH2:26][CH2:27][CH2:22][O:23]2)[CH3:14])[CH:6]=1)([CH3:4])([CH3:3])[CH3:2].